The task is: Regression. Given two drug SMILES strings and cell line genomic features, predict the synergy score measuring deviation from expected non-interaction effect.. This data is from NCI-60 drug combinations with 297,098 pairs across 59 cell lines. (1) Drug 1: CCC1(CC2CC(C3=C(CCN(C2)C1)C4=CC=CC=C4N3)(C5=C(C=C6C(=C5)C78CCN9C7C(C=CC9)(C(C(C8N6C=O)(C(=O)OC)O)OC(=O)C)CC)OC)C(=O)OC)O.OS(=O)(=O)O. Drug 2: CC(C)CN1C=NC2=C1C3=CC=CC=C3N=C2N. Cell line: SK-OV-3. Synergy scores: CSS=-1.66, Synergy_ZIP=-3.06, Synergy_Bliss=-6.22, Synergy_Loewe=-8.71, Synergy_HSA=-6.63. (2) Drug 1: CCCS(=O)(=O)NC1=C(C(=C(C=C1)F)C(=O)C2=CNC3=C2C=C(C=N3)C4=CC=C(C=C4)Cl)F. Drug 2: CN1CCC(CC1)COC2=C(C=C3C(=C2)N=CN=C3NC4=C(C=C(C=C4)Br)F)OC. Cell line: MDA-MB-435. Synergy scores: CSS=29.9, Synergy_ZIP=3.40, Synergy_Bliss=4.90, Synergy_Loewe=-11.0, Synergy_HSA=2.63. (3) Drug 1: C1C(C(OC1N2C=C(C(=O)NC2=O)F)CO)O. Drug 2: CN1C(=O)N2C=NC(=C2N=N1)C(=O)N. Cell line: NCI-H322M. Synergy scores: CSS=0.578, Synergy_ZIP=0.0528, Synergy_Bliss=3.04, Synergy_Loewe=-14.8, Synergy_HSA=-3.15. (4) Drug 1: CCC1=C2CN3C(=CC4=C(C3=O)COC(=O)C4(CC)O)C2=NC5=C1C=C(C=C5)O. Drug 2: C1=CC=C(C=C1)NC(=O)CCCCCCC(=O)NO. Cell line: OVCAR-8. Synergy scores: CSS=48.8, Synergy_ZIP=-3.05, Synergy_Bliss=-1.15, Synergy_Loewe=2.88, Synergy_HSA=5.12. (5) Drug 1: CS(=O)(=O)CCNCC1=CC=C(O1)C2=CC3=C(C=C2)N=CN=C3NC4=CC(=C(C=C4)OCC5=CC(=CC=C5)F)Cl. Drug 2: C1CN(CCN1C(=O)CCBr)C(=O)CCBr. Cell line: IGROV1. Synergy scores: CSS=41.5, Synergy_ZIP=-0.823, Synergy_Bliss=3.21, Synergy_Loewe=4.68, Synergy_HSA=7.05. (6) Drug 1: C1=NC2=C(N=C(N=C2N1C3C(C(C(O3)CO)O)F)Cl)N. Drug 2: CC1=C2C(C(=O)C3(C(CC4C(C3C(C(C2(C)C)(CC1OC(=O)C(C(C5=CC=CC=C5)NC(=O)C6=CC=CC=C6)O)O)OC(=O)C7=CC=CC=C7)(CO4)OC(=O)C)O)C)OC(=O)C. Cell line: SR. Synergy scores: CSS=3.27, Synergy_ZIP=-11.2, Synergy_Bliss=-20.7, Synergy_Loewe=-40.0, Synergy_HSA=-23.9. (7) Drug 1: CC1=C2C(C(=O)C3(C(CC4C(C3C(C(C2(C)C)(CC1OC(=O)C(C(C5=CC=CC=C5)NC(=O)OC(C)(C)C)O)O)OC(=O)C6=CC=CC=C6)(CO4)OC(=O)C)OC)C)OC. Drug 2: CC1=CC2C(CCC3(C2CCC3(C(=O)C)OC(=O)C)C)C4(C1=CC(=O)CC4)C. Cell line: SN12C. Synergy scores: CSS=59.2, Synergy_ZIP=11.3, Synergy_Bliss=9.06, Synergy_Loewe=-19.7, Synergy_HSA=10.4. (8) Drug 1: CC1C(C(=O)NC(C(=O)N2CCCC2C(=O)N(CC(=O)N(C(C(=O)O1)C(C)C)C)C)C(C)C)NC(=O)C3=C4C(=C(C=C3)C)OC5=C(C(=O)C(=C(C5=N4)C(=O)NC6C(OC(=O)C(N(C(=O)CN(C(=O)C7CCCN7C(=O)C(NC6=O)C(C)C)C)C)C(C)C)C)N)C. Drug 2: C1=CC=C(C=C1)NC(=O)CCCCCCC(=O)NO. Cell line: UACC-257. Synergy scores: CSS=14.8, Synergy_ZIP=-6.49, Synergy_Bliss=-0.519, Synergy_Loewe=-7.49, Synergy_HSA=-3.49. (9) Drug 1: CC1C(C(CC(O1)OC2CC(CC3=C2C(=C4C(=C3O)C(=O)C5=C(C4=O)C(=CC=C5)OC)O)(C(=O)C)O)N)O.Cl. Cell line: HT29. Synergy scores: CSS=45.9, Synergy_ZIP=4.18, Synergy_Bliss=9.77, Synergy_Loewe=-2.33, Synergy_HSA=8.53. Drug 2: CCC1(CC2CC(C3=C(CCN(C2)C1)C4=CC=CC=C4N3)(C5=C(C=C6C(=C5)C78CCN9C7C(C=CC9)(C(C(C8N6C=O)(C(=O)OC)O)OC(=O)C)CC)OC)C(=O)OC)O.OS(=O)(=O)O. (10) Drug 1: CC(C)CN1C=NC2=C1C3=CC=CC=C3N=C2N. Drug 2: C(CN)CNCCSP(=O)(O)O. Cell line: UACC62. Synergy scores: CSS=-1.95, Synergy_ZIP=3.95, Synergy_Bliss=4.67, Synergy_Loewe=-0.824, Synergy_HSA=-0.533.